Dataset: Forward reaction prediction with 1.9M reactions from USPTO patents (1976-2016). Task: Predict the product of the given reaction. (1) Given the reactants Cl[C:2]1[N:3]=[CH:4][C:5]2[N:11]([CH3:12])[C:10](=[O:13])[CH:9]([CH3:14])[CH2:8][N:7]([CH:15]3[CH2:19][CH2:18][CH2:17][CH2:16]3)[C:6]=2[N:20]=1.[NH2:21][C:22]1[CH:30]=[CH:29][C:25]([C:26]([OH:28])=[O:27])=[CH:24][CH:23]=1.C(O)C, predict the reaction product. The product is: [CH:15]1([N:7]2[CH2:8][CH:9]([CH3:14])[C:10](=[O:13])[N:11]([CH3:12])[C:5]3[CH:4]=[N:3][C:2]([NH:21][C:22]4[CH:30]=[CH:29][C:25]([C:26]([OH:28])=[O:27])=[CH:24][CH:23]=4)=[N:20][C:6]2=3)[CH2:19][CH2:18][CH2:17][CH2:16]1. (2) Given the reactants C(OC([N:8]1[CH2:13][CH2:12][CH:11]([C:14]([OH:16])=O)[CH2:10][CH2:9]1)=O)(C)(C)C.Cl.C(N=C=NCCCN(C)C)C.ON1C2C=CC=CC=2N=N1.[NH2:39][C:40]1[C:49](O)=[CH:48][CH:47]=[CH:46][C:41]=1[C:42]([O:44][CH3:45])=[O:43].C(N(CC)CC)C.O.C1(C)C=CC(S(O)(=O)=O)=CC=1, predict the reaction product. The product is: [CH3:45][O:44][C:42]([C:41]1[CH:46]=[CH:47][CH:48]=[C:49]2[O:16][C:14]([CH:11]3[CH2:10][CH2:9][NH:8][CH2:13][CH2:12]3)=[N:39][C:40]=12)=[O:43]. (3) The product is: [C:18]([O:17][C:15]([N:22]1[CH2:27][CH2:26][CH:25]([C:28]2[S:29][CH:2]=[C:3]([C:5]3[C:13]4[C:8](=[N:9][CH:10]=[C:11]([Br:14])[CH:12]=4)[NH:7][CH:6]=3)[N:30]=2)[CH2:24][CH2:23]1)=[O:16])([CH3:21])([CH3:19])[CH3:20]. Given the reactants Br[CH2:2][C:3]([C:5]1[C:13]2[C:8](=[N:9][CH:10]=[C:11]([Br:14])[CH:12]=2)[NH:7][CH:6]=1)=O.[C:15]([N:22]1[CH2:27][CH2:26][CH:25]([C:28]([NH2:30])=[S:29])[CH2:24][CH2:23]1)([O:17][C:18]([CH3:21])([CH3:20])[CH3:19])=[O:16].C([O-])(O)=O.[Na+], predict the reaction product. (4) Given the reactants [S:1]1[C:5]2[CH:6]=[CH:7][CH:8]=[CH:9][C:4]=2[CH:3]=[C:2]1[C@:10]1([C:30]([F:33])([F:32])[F:31])[C:20]#[C:19][CH2:18][S:17][CH2:16][C@@H:15]([C:21]([NH2:23])=O)[NH:14][C:13](=[O:24])[C@H:12]([CH2:25][C:26]([F:29])([CH3:28])[CH3:27])[NH:11]1.SBr.FC(F)(F)C(OC(=O)C(F)(F)F)=O.C(=O)(O)[O-].[Na+], predict the reaction product. The product is: [S:1]1[C:5]2[CH:6]=[CH:7][CH:8]=[CH:9][C:4]=2[CH:3]=[C:2]1[C@:10]1([C:30]([F:31])([F:33])[F:32])[C:20]#[C:19][CH2:18][S:17][CH2:16][C@@H:15]([C:21]#[N:23])[NH:14][C:13](=[O:24])[C@H:12]([CH2:25][C:26]([F:29])([CH3:27])[CH3:28])[NH:11]1. (5) The product is: [Cl:1][C:2]1[C:3]2[CH:15]=[C:14]([CH3:16])[S:13][C:4]=2[N:5]=[C:6]([C:8]([C:21]2[CH:22]=[CH:23][C:18]([F:17])=[CH:19][CH:20]=2)=[O:10])[N:7]=1. Given the reactants [Cl:1][C:2]1[C:3]2[CH:15]=[C:14]([CH3:16])[S:13][C:4]=2[N:5]=[C:6]([C:8]([O:10]CC)=O)[N:7]=1.[F:17][C:18]1[CH:23]=[CH:22][C:21]([Mg]Br)=[CH:20][CH:19]=1.C(OCC)C.Cl, predict the reaction product. (6) Given the reactants C([NH:9][C:10]([NH:12][C:13]12[CH2:20][CH2:19][C:16]([C:21]3[CH:26]=[CH:25][C:24]([S:27]([CH3:30])(=[O:29])=[O:28])=[CH:23][CH:22]=3)([CH2:17][CH2:18]1)[CH2:15][CH2:14]2)=[S:11])(=O)C1C=CC=CC=1.C(=O)([O-])[O-].[K+].[K+], predict the reaction product. The product is: [CH3:30][S:27]([C:24]1[CH:23]=[CH:22][C:21]([C:16]23[CH2:17][CH2:18][C:13]([NH:12][C:10]([NH2:9])=[S:11])([CH2:14][CH2:15]2)[CH2:20][CH2:19]3)=[CH:26][CH:25]=1)(=[O:29])=[O:28].